From a dataset of Reaction yield outcomes from USPTO patents with 853,638 reactions. Predict the reaction yield, written as a fraction of the theoretical maximum amount of product (1.0 means a 100% yield; for example, 0.34 means a 34% yield). (1) The reactants are Br[C:2]1[CH:10]=[CH:9][C:5]2[O:6][CH2:7][O:8][C:4]=2[CH:3]=1.[C:11]([Li])([CH3:14])([CH3:13])C.[N:16]1([C:27]([O:29][C:30]([CH3:33])([CH3:32])[CH3:31])=[O:28])[CH2:21][CH2:20][CH:19]([C:22]([O:24]CC)=O)[CH2:18][CH2:17]1. The catalyst is C1COCC1. The product is [O:6]1[C:5]2[CH:9]=[CH:10][C:2]([C:22]([C:13]3[CH:11]=[CH:14][C:4]4[O:8][CH2:7][O:6][C:5]=4[CH:9]=3)([OH:24])[CH:19]3[CH2:18][CH2:17][N:16]([C:27]([O:29][C:30]([CH3:31])([CH3:32])[CH3:33])=[O:28])[CH2:21][CH2:20]3)=[CH:3][C:4]=2[O:8][CH2:7]1. The yield is 0.730. (2) The reactants are [F:1][C:2]([F:11])([F:10])[CH2:3][C:4]1[CH:8]=[C:7]([NH2:9])[NH:6][N:5]=1.O.[N+:13]([CH:16]([CH:19]=O)[CH:17]=O)([O-:15])=[O:14].[Na]. The catalyst is O. The product is [N+:13]([C:16]1[CH:17]=[C:8]2[C:4]([CH2:3][C:2]([F:1])([F:10])[F:11])=[N:5][NH:6][C:7]2=[N:9][CH:19]=1)([O-:15])=[O:14]. The yield is 0.360. (3) The reactants are [C:1]1([OH:7])[CH:6]=[CH:5][CH:4]=[CH:3][CH:2]=1.[CH:8]1[CH:13]=[CH:12][C:11]([N:14]2[C:19](=[O:20])[N:18]=[N:17][C:15]2=[O:16])=[CH:10][CH:9]=1.Cl. The catalyst is CC#N. The product is [OH:7][C:1]1[CH:6]=[CH:5][C:4]([N:17]2[C:15](=[O:16])[N:14]([C:11]3[CH:12]=[CH:13][CH:8]=[CH:9][CH:10]=3)[C:19](=[O:20])[NH:18]2)=[CH:3][CH:2]=1. The yield is 0.150. (4) The reactants are NC1(C2C=CC(C3OC4N=C(N(C)C)N=C(OC)C=4C=3C3C=CC=CC=3)=CC=2)CCC1.[C:32]1([C:38]2[C:42]3[C:43]([C:47]4[CH:48]=[N:49][NH:50][CH:51]=4)=[N:44][CH:45]=[CH:46][C:41]=3[O:40][C:39]=2[C:52]2[CH:57]=[CH:56][C:55]([C:58]3([NH:62]C(=O)OC(C)(C)C)[CH2:61][CH2:60][CH2:59]3)=[CH:54][CH:53]=2)[CH:37]=[CH:36][CH:35]=[CH:34][CH:33]=1. No catalyst specified. The product is [C:32]1([C:38]2[C:42]3[C:43]([C:47]4[CH:51]=[N:50][NH:49][CH:48]=4)=[N:44][CH:45]=[CH:46][C:41]=3[O:40][C:39]=2[C:52]2[CH:53]=[CH:54][C:55]([C:58]3([NH2:62])[CH2:61][CH2:60][CH2:59]3)=[CH:56][CH:57]=2)[CH:37]=[CH:36][CH:35]=[CH:34][CH:33]=1. The yield is 0.540. (5) The reactants are [CH3:1][O:2][C:3]1[CH:8]=[C:7]([O:9][CH2:10][C:11]2[CH:16]=[CH:15][CH:14]=[CH:13][N:12]=2)[CH:6]=[CH:5][C:4]=1/[CH:17]=[CH:18]/[C:19](=O)[CH2:20][C:21](=O)/[CH:22]=[CH:23]/[C:24]1[NH:25][CH:26]=[CH:27][CH:28]=1.C1COCC1.O.[NH2:37][NH2:38].C([O-])(O)=O.[Na+]. The catalyst is CC(O)=O. The product is [CH3:1][O:2][C:3]1[CH:8]=[C:7]([CH:6]=[CH:5][C:4]=1/[CH:17]=[CH:18]/[C:19]1[CH:20]=[C:21](/[CH:22]=[CH:23]/[C:24]2[NH:25][CH:26]=[CH:27][CH:28]=2)[NH:38][N:37]=1)[O:9][CH2:10][C:11]1[CH:16]=[CH:15][CH:14]=[CH:13][N:12]=1. The yield is 0.270. (6) The reactants are [C:9](O[C:9]([O:11][C:12]([CH3:15])([CH3:14])[CH3:13])=[O:10])([O:11][C:12]([CH3:15])([CH3:14])[CH3:13])=[O:10].[Cl:16][C:17]1[CH:18]=[C:19]([C@H:24]2[C:33]3[C:28](=[CH:29][C:30]([I:34])=[CH:31][CH:32]=3)[C@@H:27]([NH:35][CH3:36])[CH2:26][CH2:25]2)[CH:20]=[CH:21][C:22]=1[Cl:23].C(N(C(C)C)CC)(C)C. The catalyst is ClCCl. The product is [Cl:16][C:17]1[CH:18]=[C:19]([C@H:24]2[C:33]3[C:28](=[CH:29][C:30]([I:34])=[CH:31][CH:32]=3)[C@@H:27]([N:35]([C:9]([O:11][C:12]([CH3:13])([CH3:14])[CH3:15])=[O:10])[CH3:36])[CH2:26][CH2:25]2)[CH:20]=[CH:21][C:22]=1[Cl:23]. The yield is 0.740. (7) The reactants are FC1C=CC(S[C:9]([S:11][C:12]2[CH:17]=[CH:16][C:15]([F:18])=[CH:14][CH:13]=2)=[S:10])=CC=1.[H-].[Na+].[F:21][C:22]1[CH:27]=[CH:26][C:25]([C:28](=[O:32])[CH2:29][C:30]#[N:31])=[CH:24][CH:23]=1.CN(C=O)C. The catalyst is C1C=CC=CC=1. The product is [C:30]([CH:29]([C:28]([C:25]1[CH:24]=[CH:23][C:22]([F:21])=[CH:27][CH:26]=1)=[O:32])[C:9]([S:11][C:12]1[CH:13]=[CH:14][C:15]([F:18])=[CH:16][CH:17]=1)=[S:10])#[N:31]. The yield is 0.310.